From a dataset of Forward reaction prediction with 1.9M reactions from USPTO patents (1976-2016). Predict the product of the given reaction. Given the reactants [OH:1][C:2]1[CH:3]=[CH:4][C:5]([N+:10]([O-:12])=[O:11])=[C:6]([CH:9]=1)[CH:7]=[O:8].[I-].[Na+].[CH2:15](Br)[C:16]#[CH:17].C(N(C(C)C)C(C)C)C, predict the reaction product. The product is: [N+:10]([C:5]1[CH:4]=[CH:3][C:2]([O:1][CH2:17][C:16]#[CH:15])=[CH:9][C:6]=1[CH:7]=[O:8])([O-:12])=[O:11].